From a dataset of Blood-brain barrier permeability classification from the B3DB database. Regression/Classification. Given a drug SMILES string, predict its absorption, distribution, metabolism, or excretion properties. Task type varies by dataset: regression for continuous measurements (e.g., permeability, clearance, half-life) or binary classification for categorical outcomes (e.g., BBB penetration, CYP inhibition). Dataset: b3db_classification. (1) The drug is CC12CCC3c4ccc(O)cc4CC(CCCCCCCCC[S+]([O-])CCCC(F)(F)C(F)(F)F)C3C1CCC2O. The result is 0 (does not penetrate BBB). (2) The molecule is CC12CCC(=O)C=C1CCC1C2C2CC3(C(O)O2)C(C(=O)CO)CCC13. The result is 0 (does not penetrate BBB).